Dataset: Full USPTO retrosynthesis dataset with 1.9M reactions from patents (1976-2016). Task: Predict the reactants needed to synthesize the given product. (1) Given the product [C:12]([O:11][C:9]([NH:25][NH:24][C:18]1[CH:19]=[C:20]([Cl:23])[CH:21]=[CH:22][C:17]=1[Cl:16])=[O:10])([CH3:13])([CH3:14])[CH3:15], predict the reactants needed to synthesize it. The reactants are: [C:9](O[C:9]([O:11][C:12]([CH3:15])([CH3:14])[CH3:13])=[O:10])([O:11][C:12]([CH3:15])([CH3:14])[CH3:13])=[O:10].[Cl:16][C:17]1[CH:22]=[CH:21][C:20]([Cl:23])=[CH:19][C:18]=1[NH:24][NH2:25]. (2) Given the product [C:23]([C:19]1[CH:18]([C:26]2[CH:27]=[C:28]([F:34])[C:29]([F:33])=[C:30]([F:32])[CH:31]=2)[N:17]([C:2]([O:4][C:5]2[CH:10]=[CH:9][C:8]([N+:11]([O-:13])=[O:12])=[CH:7][CH:6]=2)=[O:3])[C:16]([O:15][CH3:14])=[N:21][C:20]=1[CH3:22])(=[O:25])[CH3:24], predict the reactants needed to synthesize it. The reactants are: Cl[C:2]([O:4][C:5]1[CH:10]=[CH:9][C:8]([N+:11]([O-:13])=[O:12])=[CH:7][CH:6]=1)=[O:3].[CH3:14][O:15][C:16]1[NH:17][CH:18]([C:26]2[CH:31]=[C:30]([F:32])[C:29]([F:33])=[C:28]([F:34])[CH:27]=2)[C:19]([C:23](=[O:25])[CH3:24])=[C:20]([CH3:22])[N:21]=1.N1C=CC=CC=1.